Dataset: Reaction yield outcomes from USPTO patents with 853,638 reactions. Task: Predict the reaction yield, written as a fraction of the theoretical maximum amount of product (1.0 means a 100% yield; for example, 0.34 means a 34% yield). (1) The reactants are Br[C:2]1[N:7]2[CH:8]=[C:9]([C:11]([O:13][CH2:14][CH3:15])=[O:12])[N:10]=[C:6]2[CH:5]=[CH:4][CH:3]=1.C([O-])(O)=O.[Na+].CO.[C:23]1(B(O)O)[CH:28]=[CH:27][CH:26]=[CH:25][CH:24]=1. The catalyst is C1(C)C=CC=CC=1.O.C1C=CC([P]([Pd]([P](C2C=CC=CC=2)(C2C=CC=CC=2)C2C=CC=CC=2)([P](C2C=CC=CC=2)(C2C=CC=CC=2)C2C=CC=CC=2)[P](C2C=CC=CC=2)(C2C=CC=CC=2)C2C=CC=CC=2)(C2C=CC=CC=2)C2C=CC=CC=2)=CC=1. The product is [C:23]1([C:2]2[N:7]3[CH:8]=[C:9]([C:11]([O:13][CH2:14][CH3:15])=[O:12])[N:10]=[C:6]3[CH:5]=[CH:4][CH:3]=2)[CH:28]=[CH:27][CH:26]=[CH:25][CH:24]=1. The yield is 0.950. (2) The reactants are [NH2:1][C:2]1[C:11]2[C:6](=[C:7](Br)[CH:8]=[CH:9][CH:10]=2)[N:5]=[N:4][C:3]=1[C:13]([NH:15][CH2:16][CH2:17][CH3:18])=[O:14].[CH3:19][O:20][C:21]1[C:26]([CH3:27])=[CH:25][C:24](B(O)O)=[CH:23][C:22]=1[CH3:31]. No catalyst specified. The product is [NH2:1][C:2]1[C:11]2[C:6](=[C:7]([C:24]3[CH:25]=[C:26]([CH3:27])[C:21]([O:20][CH3:19])=[C:22]([CH3:31])[CH:23]=3)[CH:8]=[CH:9][CH:10]=2)[N:5]=[N:4][C:3]=1[C:13]([NH:15][CH2:16][CH2:17][CH3:18])=[O:14]. The yield is 0.820. (3) The reactants are CO[C:3](=[O:13])[C:4]1[CH:9]=[CH:8][C:7]([Cl:10])=[CH:6][C:5]=1[CH2:11]Br.[CH2:14]([O:16][C:17](=[O:39])[C:18]([O:21][C:22]1[CH:27]=[CH:26][C:25]([O:28][C:29]2[CH:34]=[C:33]([F:35])[CH:32]=[C:31]([CH2:36][NH2:37])[CH:30]=2)=[CH:24][C:23]=1[CH3:38])([CH3:20])[CH3:19])[CH3:15].C(=O)([O-])[O-].[K+].[K+].O. The catalyst is CN(C=O)C. The product is [CH2:14]([O:16][C:17](=[O:39])[C:18]([O:21][C:22]1[CH:27]=[CH:26][C:25]([O:28][C:29]2[CH:34]=[C:33]([F:35])[CH:32]=[C:31]([CH2:36][N:37]3[CH2:11][C:5]4[C:4](=[CH:9][CH:8]=[C:7]([Cl:10])[CH:6]=4)[C:3]3=[O:13])[CH:30]=2)=[CH:24][C:23]=1[CH3:38])([CH3:19])[CH3:20])[CH3:15]. The yield is 0.260. (4) The reactants are [Cl:1][C:2]1[CH:3]=[C:4]([CH2:19][C:20]([O:22]C)=[O:21])[CH:5]=[CH:6][C:7]=1[NH:8][C:9]([NH:11][C:12]1[CH:17]=[CH:16][CH:15]=[CH:14][C:13]=1[CH3:18])=[O:10].[OH-].[Na+]. The catalyst is C1COCC1. The product is [Cl:1][C:2]1[CH:3]=[C:4]([CH2:19][C:20]([OH:22])=[O:21])[CH:5]=[CH:6][C:7]=1[NH:8][C:9]([NH:11][C:12]1[CH:17]=[CH:16][CH:15]=[CH:14][C:13]=1[CH3:18])=[O:10]. The yield is 1.00.